This data is from TCR-epitope binding with 47,182 pairs between 192 epitopes and 23,139 TCRs. The task is: Binary Classification. Given a T-cell receptor sequence (or CDR3 region) and an epitope sequence, predict whether binding occurs between them. (1) The epitope is PROT_97E67BCC. The TCR CDR3 sequence is CASSRSSGGAYNEQFF. Result: 1 (the TCR binds to the epitope). (2) Result: 1 (the TCR binds to the epitope). The epitope is IQYIDIGNY. The TCR CDR3 sequence is CASSFGGPQHF. (3) The epitope is FIAGLIAIV. The TCR CDR3 sequence is CASSYSIVGADGYTF. Result: 1 (the TCR binds to the epitope). (4) The epitope is SFHSLHLLF. The TCR CDR3 sequence is CSARTSGGGYPVDTQYF. Result: 1 (the TCR binds to the epitope).